This data is from Catalyst prediction with 721,799 reactions and 888 catalyst types from USPTO. The task is: Predict which catalyst facilitates the given reaction. (1) Reactant: [OH:1][C:2]1[CH:7]=[C:6]([CH3:8])[C:5]([C:9]2[CH:14]=[CH:13][CH:12]=[C:11]([CH:15]=[O:16])[C:10]=2[CH3:17])=[C:4]([CH3:18])[CH:3]=1.Br[CH2:20][C:21]([O:23][CH2:24][CH3:25])=[O:22].C(=O)([O-])[O-].[K+].[K+].CC(C)=O. Product: [CH:15]([C:11]1[C:10]([CH3:17])=[C:9]([C:5]2[C:6]([CH3:8])=[CH:7][C:2]([O:1][CH2:20][C:21]([O:23][CH2:24][CH3:25])=[O:22])=[CH:3][C:4]=2[CH3:18])[CH:14]=[CH:13][CH:12]=1)=[O:16]. The catalyst class is: 6. (2) Reactant: [O:1]1[C:5]2[CH:6]=[C:7]([C:10](=[O:36])[CH2:11][S:12][C@H:13]3[C:16](=[O:17])[N:15]([C:18]4[CH:23]=[CH:22][C:21]([F:24])=[CH:20][CH:19]=4)[C@@H:14]3[C:25]3[CH:35]=[CH:34][C:28]([O:29][CH2:30][C:31](O)=[O:32])=[CH:27][CH:26]=3)[CH:8]=[CH:9][C:4]=2[CH2:3][CH2:2]1.CN1CCOCC1.CN(C(ON1N=NC2C=CC=CC1=2)=[N+](C)C)C.[B-](F)(F)(F)F.[NH2:66][CH2:67][C:68]([NH:70][C@H:71]([CH2:75][CH:76]1[CH2:81][CH2:80][CH2:79][CH2:78][CH2:77]1)[C:72]([OH:74])=[O:73])=[O:69].[BH4-].[Na+]. Product: [CH:76]1([CH2:75][C@@H:71]([NH:70][C:68](=[O:69])[CH2:67][NH:66][C:31](=[O:32])[CH2:30][O:29][C:28]2[CH:27]=[CH:26][C:25]([C@@H:14]3[C@@H:13]([S:12][CH2:11][CH:10]([C:7]4[CH:8]=[CH:9][C:4]5[CH2:3][CH2:2][O:1][C:5]=5[CH:6]=4)[OH:36])[C:16](=[O:17])[N:15]3[C:18]3[CH:23]=[CH:22][C:21]([F:24])=[CH:20][CH:19]=3)=[CH:35][CH:34]=2)[C:72]([OH:74])=[O:73])[CH2:77][CH2:78][CH2:79][CH2:80][CH2:81]1. The catalyst class is: 3. (3) Reactant: [O:1]([CH2:8][CH2:9][N:10]1[CH2:15][CH2:14][CH2:13][CH2:12][C@:11]1([CH3:31])[C:16]([NH:18][C@H:19]([C:21]1[CH:30]=[CH:29][C:24]([C:25]([O:27]C)=[O:26])=[CH:23][CH:22]=1)[CH3:20])=[O:17])[C:2]1[CH:7]=[CH:6][CH:5]=[CH:4][CH:3]=1.[OH-].[Na+].[ClH:34].O1CCOCC1. Product: [ClH:34].[O:1]([CH2:8][CH2:9][N:10]1[CH2:15][CH2:14][CH2:13][CH2:12][C@:11]1([CH3:31])[C:16]([NH:18][C@H:19]([C:21]1[CH:22]=[CH:23][C:24]([C:25]([OH:27])=[O:26])=[CH:29][CH:30]=1)[CH3:20])=[O:17])[C:2]1[CH:3]=[CH:4][CH:5]=[CH:6][CH:7]=1. The catalyst class is: 36.